This data is from Catalyst prediction with 721,799 reactions and 888 catalyst types from USPTO. The task is: Predict which catalyst facilitates the given reaction. Reactant: C([O:5][C:6](=[O:42])[CH2:7][NH:8][C:9]1[CH:14]=[CH:13][C:12]([C:15]#[N:16])=[CH:11][C:10]=1[NH:17][C:18](=[O:41])[CH2:19][O:20][C:21]1[CH:26]=[CH:25][C:24]([O:27][CH:28]2[CH2:33][CH2:32][N:31](C(OC(C)(C)C)=O)[CH2:30][CH2:29]2)=[CH:23][CH:22]=1)(C)(C)C. Product: [C:15]([C:12]1[CH:13]=[CH:14][C:9]([NH:8][CH2:7][C:6]([OH:42])=[O:5])=[C:10]([NH:17][C:18](=[O:41])[CH2:19][O:20][C:21]2[CH:26]=[CH:25][C:24]([O:27][CH:28]3[CH2:33][CH2:32][NH:31][CH2:30][CH2:29]3)=[CH:23][CH:22]=2)[CH:11]=1)#[N:16]. The catalyst class is: 15.